From a dataset of Forward reaction prediction with 1.9M reactions from USPTO patents (1976-2016). Predict the product of the given reaction. (1) Given the reactants [Br-:1].[Br:2][CH2:3][CH2:4][CH2:5][CH2:6][CH2:7][CH2:8][N+:9]([CH3:19])([CH3:18])[CH2:10][CH2:11][CH2:12][C:13]([O:15][CH2:16][CH3:17])=[O:14].[N:20]1[C:30]2[C:25](=[CH:26][CH:27]=[CH:28][CH:29]=2)[C:23]([CH3:24])=[CH:22][CH:21]=1, predict the reaction product. The product is: [Br-:2].[Br-:1].[CH3:18][N+:9]([CH3:19])([CH2:10][CH2:11][CH2:12][C:13]([O:15][CH2:16][CH3:17])=[O:14])[CH2:8][CH2:7][CH2:6][CH2:5][CH2:4][CH2:3][N+:20]1[C:30]2[C:25](=[CH:26][CH:27]=[CH:28][CH:29]=2)[C:23]([CH3:24])=[CH:22][CH:21]=1. (2) Given the reactants C1(P(C2C=CC=CC=2)C2C=CC=CC=2)C=CC=CC=1.[OH:20][C:21]1[CH:22]=[C:23]([CH:28]=[C:29]([O:31][C:32]2[CH:37]=[CH:36][C:35]([C:38]3[O:39][C:40]([CH3:43])=[N:41][N:42]=3)=[CH:34][CH:33]=2)[CH:30]=1)[C:24]([O:26][CH3:27])=[O:25].CC(OC(/N=N/C(OC(C)C)=O)=O)C.[CH3:58][O:59][CH2:60][C@H:61](O)[CH3:62], predict the reaction product. The product is: [CH3:58][O:59][CH2:60][C@@H:61]([O:20][C:21]1[CH:22]=[C:23]([CH:28]=[C:29]([O:31][C:32]2[CH:33]=[CH:34][C:35]([C:38]3[O:39][C:40]([CH3:43])=[N:41][N:42]=3)=[CH:36][CH:37]=2)[CH:30]=1)[C:24]([O:26][CH3:27])=[O:25])[CH3:62]. (3) Given the reactants [C:1]([OH:5])([CH3:4])([CH3:3])[CH3:2].[C:6](Cl)(Cl)=[O:7].[NH2:10][C:11]1[CH:16]=[CH:15][CH:14]=[C:13]([CH2:17][Cl:18])[N:12]=1.C(N(CC)C(C)C)(C)C.[OH-].[Na+], predict the reaction product. The product is: [C:1]([O:5][C:6](=[O:7])[NH:10][C:11]1[CH:16]=[CH:15][CH:14]=[C:13]([CH2:17][Cl:18])[N:12]=1)([CH3:4])([CH3:3])[CH3:2]. (4) Given the reactants [CH:1]1([C:4]2[N:8]=[C:7]([CH:9]3[CH2:14][CH:13]([C:15]4[CH:20]=[CH:19][C:18]([O:21][C:22]([F:25])([F:24])[F:23])=[CH:17][CH:16]=4)[CH2:12][N:11]([C:26]([O:28]C4C=CC([N+]([O-])=O)=CC=4)=O)[CH2:10]3)[O:6][N:5]=2)[CH2:3][CH2:2]1.[NH:38]1[CH2:42][CH2:41][CH:40]([OH:43])[CH2:39]1, predict the reaction product. The product is: [CH:1]1([C:4]2[N:8]=[C:7]([CH:9]3[CH2:14][CH:13]([C:15]4[CH:16]=[CH:17][C:18]([O:21][C:22]([F:25])([F:23])[F:24])=[CH:19][CH:20]=4)[CH2:12][N:11]([C:26]([N:38]4[CH2:42][CH2:41][CH:40]([OH:43])[CH2:39]4)=[O:28])[CH2:10]3)[O:6][N:5]=2)[CH2:3][CH2:2]1. (5) Given the reactants [CH2:1]([C:8]1[CH:17]=[C:16]2[C:11]([CH:12]=[C:13]([C:22]([O:24]CC)=[O:23])[CH:14]([C:18]([F:21])([F:20])[F:19])[O:15]2)=[CH:10][CH:9]=1)[C:2]1[CH:7]=[CH:6][CH:5]=[CH:4][CH:3]=1.[Li+].[OH-], predict the reaction product. The product is: [CH2:1]([C:8]1[CH:17]=[C:16]2[C:11]([CH:12]=[C:13]([C:22]([OH:24])=[O:23])[CH:14]([C:18]([F:19])([F:20])[F:21])[O:15]2)=[CH:10][CH:9]=1)[C:2]1[CH:7]=[CH:6][CH:5]=[CH:4][CH:3]=1. (6) Given the reactants Cl[C:2]1[CH:7]=[C:6]([Cl:8])[N:5]=[C:4]([CH3:9])[N:3]=1.[N:10]1([CH2:16][CH2:17][OH:18])[CH2:15][CH2:14][NH:13][CH2:12][CH2:11]1.C(N(CC)CC)C, predict the reaction product. The product is: [Cl:8][C:6]1[N:5]=[C:4]([CH3:9])[N:3]=[C:2]([N:13]2[CH2:14][CH2:15][N:10]([CH2:16][CH2:17][OH:18])[CH2:11][CH2:12]2)[CH:7]=1. (7) Given the reactants [Br:1][C:2]1[CH:9]=[CH:8][C:5]([CH:6]=[O:7])=[C:4]([F:10])[CH:3]=1.[CH2:11](O)[CH2:12][OH:13].C(OCC)(OCC)OCC.C1(C)C=CC(S(O)(=O)=O)=CC=1, predict the reaction product. The product is: [Br:1][C:2]1[CH:9]=[CH:8][C:5]([CH:6]2[O:13][CH2:12][CH2:11][O:7]2)=[C:4]([F:10])[CH:3]=1. (8) Given the reactants [CH2:1](Br)[CH:2]=[CH2:3].[C:5](ON=O)(C)(C)C.CN[C:14]1[C:15](=[C:19]([N+:23]([O-:25])=[O:24])[CH:20]=[CH:21][CH:22]=1)[C:16]([OH:18])=[O:17], predict the reaction product. The product is: [CH2:1]([C:14]1[CH:22]=[CH:21][CH:20]=[C:19]([N+:23]([O-:25])=[O:24])[C:15]=1[C:16]([O:18][CH3:5])=[O:17])[CH:2]=[CH2:3]. (9) Given the reactants C(O)C.[OH-].[K+].[NH2:6][C:7]1[CH:8]=[C:9]([CH:24]=[CH:25][C:26]=1[NH2:27])[O:10][CH2:11][CH2:12][CH2:13][CH2:14][CH2:15][NH:16][C:17](=[O:23])[O:18][C:19]([CH3:22])([CH3:21])[CH3:20].[C:28](=S)=[S:29], predict the reaction product. The product is: [SH:29][C:28]1[NH:27][C:26]2[CH:25]=[CH:24][C:9]([O:10][CH2:11][CH2:12][CH2:13][CH2:14][CH2:15][NH:16][C:17](=[O:23])[O:18][C:19]([CH3:20])([CH3:21])[CH3:22])=[CH:8][C:7]=2[N:6]=1. (10) Given the reactants Br[C:2]1[CH:9]=[CH:8][CH:7]=[CH:6][C:3]=1[CH2:4][OH:5].O(C(C)(C)C)[K].Cl[C:17]1[N:22]=[C:21]2[CH2:23][CH2:24][CH2:25][C:20]2=[C:19]([C:26]2[CH:27]=[N:28][CH:29]=[N:30][CH:31]=2)[CH:18]=1.O.[CH3:33][N:34](C=O)C, predict the reaction product. The product is: [N:28]1[CH:27]=[C:26]([C:19]2[CH:18]=[C:17]([O:5][CH2:4][C:3]3[CH:6]=[CH:7][CH:8]=[CH:9][C:2]=3[C:33]#[N:34])[N:22]=[C:21]3[CH2:23][CH2:24][CH2:25][C:20]=23)[CH:31]=[N:30][CH:29]=1.